Dataset: Full USPTO retrosynthesis dataset with 1.9M reactions from patents (1976-2016). Task: Predict the reactants needed to synthesize the given product. Given the product [Si:1]([O:8][C@@H:9]1[C@@:26]2([CH3:27])[C:13](=[CH:14][CH:15]=[C:16]3[C@@H:25]2[CH2:24][CH2:23][C@@:21]2([CH3:22])[C@H:17]3[CH2:18][CH:19]=[C:20]2[CH2:28][O:29][CH2:42][CH2:41][C:40]([N:39]([CH3:44])[CH3:38])=[O:43])[CH2:12][C@@H:11]([O:30][Si:31]([C:34]([CH3:37])([CH3:36])[CH3:35])([CH3:32])[CH3:33])[CH2:10]1)([C:4]([CH3:7])([CH3:6])[CH3:5])([CH3:3])[CH3:2], predict the reactants needed to synthesize it. The reactants are: [Si:1]([O:8][C@@H:9]1[C@@:26]2([CH3:27])[C:13](=[CH:14][CH:15]=[C:16]3[C@@H:25]2[CH2:24][CH2:23][C@@:21]2([CH3:22])[C@H:17]3[CH2:18][CH:19]=[C:20]2[CH2:28][OH:29])[CH2:12][C@@H:11]([O:30][Si:31]([C:34]([CH3:37])([CH3:36])[CH3:35])([CH3:33])[CH3:32])[CH2:10]1)([C:4]([CH3:7])([CH3:6])[CH3:5])([CH3:3])[CH3:2].[CH3:38][N:39]([CH3:44])[C:40](=[O:43])[CH:41]=[CH2:42].[H-].[Na+].